This data is from Catalyst prediction with 721,799 reactions and 888 catalyst types from USPTO. The task is: Predict which catalyst facilitates the given reaction. (1) Reactant: [CH3:1][C@H:2]([N:6]=[C:7]1[C:11]2[C:12]([O:16][C:17]([F:20])([F:19])[F:18])=[CH:13][CH:14]=[CH:15][C:10]=2[C:9](=[O:21])[O:8]1)[CH2:3][S:4][CH3:5].[F:22][C:23]([F:42])([F:41])[C:24]1[CH:28]=[C:27]([C:29]([F:32])([F:31])[F:30])[N:26]([CH2:33][C:34]2[CH:40]=[CH:39][C:37]([NH2:38])=[CH:36][CH:35]=2)[N:25]=1.O.[C:44]1(C)C=CC(S(O)(=O)=O)=CC=1. Product: [F:42][C:23]([F:22])([F:41])[C:24]1[CH:28]=[C:27]([C:29]([F:32])([F:30])[F:31])[N:26]([CH2:33][C:34]2[CH:40]=[CH:39][C:37]([NH:38][C:9]([C:10]3[C:11]([C:7]([NH:6][C@@H:2]([CH3:1])[CH2:3][S:4][CH3:5])=[O:8])=[C:12]([O:16][C:17]([F:20])([F:19])[F:18])[CH:13]=[CH:14][CH:15]=3)=[O:21])=[C:36]([CH3:44])[CH:35]=2)[N:25]=1. The catalyst class is: 10. (2) Reactant: [Br:1][C:2]1[CH:7]=[CH:6][C:5]([S:8](Cl)(=[O:10])=[O:9])=[CH:4][CH:3]=1.[F:12][C:13]([F:17])([F:16])[CH2:14][NH2:15]. Product: [Br:1][C:2]1[CH:7]=[CH:6][C:5]([S:8]([NH:15][CH2:14][C:13]([F:17])([F:16])[F:12])(=[O:10])=[O:9])=[CH:4][CH:3]=1. The catalyst class is: 4. (3) Reactant: [C:1]([C:5]1[CH:10]=[CH:9][C:8]([CH2:11][N:12]=[C:13]=[O:14])=[CH:7][CH:6]=1)([CH3:4])([CH3:3])[CH3:2].[NH2:15][C:16]1[CH:25]=[CH:24][CH:23]=[C:22]2[C:17]=1[CH:18]=[C:19]([CH3:27])[N:20]=[C:21]2[CH3:26].CCN(C(C)C)C(C)C. Product: [C:1]([C:5]1[CH:6]=[CH:7][C:8]([CH2:11][NH:12][C:13]([NH:15][C:16]2[CH:25]=[CH:24][CH:23]=[C:22]3[C:17]=2[CH:18]=[C:19]([CH3:27])[N:20]=[C:21]3[CH3:26])=[O:14])=[CH:9][CH:10]=1)([CH3:4])([CH3:2])[CH3:3]. The catalyst class is: 11. (4) Reactant: [C:1]([O-:4])(=[O:3])[CH3:2].N1[C:10]([CH3:11])=[CH:9][CH:8]=[CH:7][C:6]=1[CH3:12].[Si:13]([O:20]S(C(F)(F)F)(=O)=O)([C:16]([CH3:19])([CH3:18])[CH3:17])([CH3:15])[CH3:14].C([O-])(O)=O.[Na+]. Product: [C:1]([O:4][CH2:12][CH2:6][C@@H:7]1[CH:8]=[CH:9][CH2:10][C@@H:11]1[O:20][Si:13]([C:16]([CH3:19])([CH3:18])[CH3:17])([CH3:15])[CH3:14])(=[O:3])[CH3:2]. The catalyst class is: 2. (5) Reactant: Cl.Cl[CH2:3][CH2:4][CH2:5][NH:6][C:7]1[CH:12]=[N:11][N:10]([CH3:13])[C:9](=[O:14])[CH:8]=1.[F:15][C:16]1[CH:30]=[CH:29][C:19]2[C:20]([CH:23]3[CH2:28][CH2:27][NH:26][CH2:25][CH2:24]3)=[N:21][O:22][C:18]=2[CH:17]=1.C(=O)([O-])[O-].[K+].[K+].[I-].[K+]. Product: [F:15][C:16]1[CH:30]=[CH:29][C:19]2[C:20]([CH:23]3[CH2:24][CH2:25][N:26]([CH2:3][CH2:4][CH2:5][NH:6][C:7]4[CH:12]=[N:11][N:10]([CH3:13])[C:9](=[O:14])[CH:8]=4)[CH2:27][CH2:28]3)=[N:21][O:22][C:18]=2[CH:17]=1. The catalyst class is: 10. (6) Reactant: [N:1]([CH2:4][C:5]1[S:6][CH:7]=[C:8]([C:10]2[S:11][C:12]([Cl:15])=[CH:13][CH:14]=2)[N:9]=1)=[N+]=[N-].O1CCCC1.C1(P(C2C=CC=CC=2)C2C=CC=CC=2)C=CC=CC=1. Product: [Cl:15][C:12]1[S:11][C:10]([C:8]2[N:9]=[C:5]([CH2:4][NH2:1])[S:6][CH:7]=2)=[CH:14][CH:13]=1. The catalyst class is: 6. (7) Reactant: [C:1]([C:3]1[N:8]=[CH:7][C:6]([C:9]([O:11][CH2:12][CH3:13])=[O:10])=[CH:5][CH:4]=1)#[N:2].[ClH:14].[H][H]. Product: [ClH:14].[NH2:2][CH2:1][C:3]1[N:8]=[CH:7][C:6]([C:9]([O:11][CH2:12][CH3:13])=[O:10])=[CH:5][CH:4]=1. The catalyst class is: 29. (8) Reactant: C([O:3][C:4](=[O:32])[C:5]1[CH:10]=[CH:9][CH:8]=[C:7]([N:11]2[C:15]([Cl:16])=[CH:14][CH:13]=[C:12]2[C:17]2[CH:22]=[C:21]([Cl:23])[CH:20]=[CH:19][C:18]=2[O:24][CH2:25][C:26]2[CH:31]=[CH:30][CH:29]=[CH:28][CH:27]=2)[N:6]=1)C.[OH-].[Na+]. Product: [Cl:23][C:21]1[CH:20]=[CH:19][C:18]([O:24][CH2:25][C:26]2[CH:27]=[CH:28][CH:29]=[CH:30][CH:31]=2)=[C:17]([C:12]2[N:11]([C:7]3[N:6]=[C:5]([C:4]([OH:32])=[O:3])[CH:10]=[CH:9][CH:8]=3)[C:15]([Cl:16])=[CH:14][CH:13]=2)[CH:22]=1. The catalyst class is: 14.